Dataset: Catalyst prediction with 721,799 reactions and 888 catalyst types from USPTO. Task: Predict which catalyst facilitates the given reaction. The catalyst class is: 131. Product: [Cl:1][C:2]1[CH:9]=[CH:8][C:5]2[CH:6]=[C:12]([C:13]([O:15][CH2:16][CH3:17])=[O:14])[O:10][C:4]=2[CH:3]=1. Reactant: [Cl:1][C:2]1[CH:9]=[CH:8][C:5]([CH:6]=O)=[C:4]([OH:10])[CH:3]=1.Br[CH:12](C(OCC)=O)[C:13]([O:15][CH2:16][CH3:17])=[O:14].C(=O)([O-])[O-].[K+].[K+].